From a dataset of Catalyst prediction with 721,799 reactions and 888 catalyst types from USPTO. Predict which catalyst facilitates the given reaction. (1) Reactant: [CH:1](NC(C)C)(C)C.C([Li])CCC.[Cl:13][C:14]1[S:18][C:17]([CH:19]([CH:24]2[CH2:27][CH2:26][CH2:25]2)[C:20]([O:22][CH3:23])=[O:21])=[CH:16][CH:15]=1.IC.[Cl-].[NH4+]. Product: [Cl:13][C:14]1[S:18][C:17]([C:19]([CH:24]2[CH2:25][CH2:26][CH2:27]2)([CH3:1])[C:20]([O:22][CH3:23])=[O:21])=[CH:16][CH:15]=1. The catalyst class is: 7. (2) Reactant: [O:1]([CH2:8][C:9]1[N:13]([CH2:14][C:15]2[CH:20]=[CH:19][C:18]([O:21][C:22]([F:25])([F:24])[F:23])=[CH:17][CH:16]=2)[C:12]2[CH:26]=[CH:27][C:28]([C:30]([OH:32])=O)=[CH:29][C:11]=2[N:10]=1)[C:2]1[CH:7]=[CH:6][CH:5]=[CH:4][CH:3]=1.CC(C)N=C=NC(C)C.[F:42][C:43]([F:54])([F:53])[C:44]1[CH:45]=[C:46]([CH:50]=[CH:51][CH:52]=1)[CH2:47][CH2:48][NH2:49]. Product: [F:42][C:43]([F:53])([F:54])[C:44]1[CH:45]=[C:46]([CH2:47][CH2:48][NH:49][C:30]([C:28]2[CH:27]=[CH:26][C:12]3[N:13]([CH2:14][C:15]4[CH:20]=[CH:19][C:18]([O:21][C:22]([F:24])([F:25])[F:23])=[CH:17][CH:16]=4)[C:9]([CH2:8][O:1][C:2]4[CH:3]=[CH:4][CH:5]=[CH:6][CH:7]=4)=[N:10][C:11]=3[CH:29]=2)=[O:32])[CH:50]=[CH:51][CH:52]=1. The catalyst class is: 1.